Predict the reactants needed to synthesize the given product. From a dataset of Full USPTO retrosynthesis dataset with 1.9M reactions from patents (1976-2016). (1) Given the product [C:20]([C:10]1[C:9]([C:3]2[CH:4]=[CH:5][C:6]([Cl:8])=[CH:7][C:2]=2[Cl:1])=[C:13]([C:14]2[N:15]([C:34]([O:33][C:29]([CH3:32])([CH3:31])[CH3:30])=[O:35])[CH2:16][CH2:17][N:18]=2)[S:12][C:11]=1[I:19])#[N:21], predict the reactants needed to synthesize it. The reactants are: [Cl:1][C:2]1[CH:7]=[C:6]([Cl:8])[CH:5]=[CH:4][C:3]=1[C:9]1[C:10]([C:20]#[N:21])=[C:11]([I:19])[S:12][C:13]=1[C:14]1[NH:15][CH2:16][CH2:17][N:18]=1.C(N(CC)CC)C.[C:29]([O:33][C:34](O[C:34]([O:33][C:29]([CH3:32])([CH3:31])[CH3:30])=[O:35])=[O:35])([CH3:32])([CH3:31])[CH3:30]. (2) Given the product [ClH:12].[Cl:12][C:11]1[CH:7]=[C:3]([C:4]([NH2:6])=[O:5])[C:1](=[NH:2])[N:15]([C@@H:16]2[C:24]3[C:19](=[CH:20][CH:21]=[CH:22][CH:23]=3)[CH2:18][CH2:17]2)[CH:10]=1, predict the reactants needed to synthesize it. The reactants are: [C:1]([CH:3]([CH:7]1[C:11]([Cl:12])=[C:10](Cl)C(=O)O1)[C:4]([NH2:6])=[O:5])#[N:2].[NH2:15][C@@H:16]1[C:24]2[C:19](=[CH:20][CH:21]=[CH:22][CH:23]=2)[CH2:18][CH2:17]1. (3) Given the product [C:7]([O:11][C:12]([N:14]1[CH2:19][CH2:18][CH:17]([O:20][S:28]([CH3:31])(=[O:30])=[O:29])[CH2:16][CH2:15]1)=[O:13])([CH3:10])([CH3:8])[CH3:9], predict the reactants needed to synthesize it. The reactants are: C(OCC)(=O)C.[C:7]([O:11][C:12]([N:14]1[CH2:19][CH2:18][CH:17]([OH:20])[CH2:16][CH2:15]1)=[O:13])([CH3:10])([CH3:9])[CH3:8].C(N(CC)CC)C.[S:28](Cl)([CH3:31])(=[O:30])=[O:29]. (4) Given the product [CH3:17][C:18]1[CH:23]=[C:22]([CH3:24])[CH:21]=[CH:20][C:19]=1[N:25]1[CH2:26][CH2:27][N:28]([C:31]([C:33]2[CH:38]=[CH:37][C:36]([N:11]3[C@@H:10]([CH2:9][OH:8])[CH2:14][CH2:13][S:12]3(=[O:15])=[O:16])=[CH:35][CH:34]=2)=[O:32])[CH2:29][CH2:30]1, predict the reactants needed to synthesize it. The reactants are: C([O:8][CH2:9][C@H:10]1[CH2:14][CH2:13][S:12](=[O:16])(=[O:15])[NH:11]1)C1C=CC=CC=1.[CH3:17][C:18]1[CH:23]=[C:22]([CH3:24])[CH:21]=[CH:20][C:19]=1[N:25]1[CH2:30][CH2:29][N:28]([C:31]([C:33]2[CH:38]=[CH:37][C:36](I)=[CH:35][CH:34]=2)=[O:32])[CH2:27][CH2:26]1.